Dataset: Full USPTO retrosynthesis dataset with 1.9M reactions from patents (1976-2016). Task: Predict the reactants needed to synthesize the given product. Given the product [Br:4][C:5]1[CH:6]=[C:7]2[C:8]([C:11]([C:12]([F:15])([F:14])[F:13])=[N:2][NH:3]2)=[CH:9][CH:10]=1, predict the reactants needed to synthesize it. The reactants are: O.[NH2:2][NH2:3].[Br:4][C:5]1[CH:10]=[CH:9][C:8]([C:11](=O)[C:12]([F:15])([F:14])[F:13])=[C:7](F)[CH:6]=1.